The task is: Predict the reaction yield, written as a fraction of the theoretical maximum amount of product (1.0 means a 100% yield; for example, 0.34 means a 34% yield).. This data is from Reaction yield outcomes from USPTO patents with 853,638 reactions. (1) The reactants are [Cl:1][C:2]1[CH:3]=[CH:4][C:5]2[N:9]=[C:8]([CH:10]([NH:19][C:20](=[O:35])[C:21]3[CH:26]=[CH:25][C:24]([C:27]([N:29]4[CH2:33][CH2:32][CH2:31][CH2:30]4)=[O:28])=[C:23]([CH3:34])[CH:22]=3)[CH2:11][C:12]3[CH:17]=[CH:16][C:15]([OH:18])=[CH:14][CH:13]=3)[N:7]([CH2:36][C:37]([O:39]C)=[O:38])[C:6]=2[CH:41]=1.[OH-].[Na+].ClCCl.C(O)C.N.ClCl. The catalyst is CO. The product is [Cl:1][C:2]1[CH:3]=[CH:4][C:5]2[N:9]=[C:8]([CH:10]([NH:19][C:20](=[O:35])[C:21]3[CH:26]=[CH:25][C:24]([C:27]([N:29]4[CH2:33][CH2:32][CH2:31][CH2:30]4)=[O:28])=[C:23]([CH3:34])[CH:22]=3)[CH2:11][C:12]3[CH:17]=[CH:16][C:15]([OH:18])=[CH:14][CH:13]=3)[N:7]([CH2:36][C:37]([OH:39])=[O:38])[C:6]=2[CH:41]=1. The yield is 0.790. (2) The reactants are Cl.[NH2:2][CH:3]1[CH:10]2[CH2:11][CH:6]3[CH2:7][CH:8]([CH2:12][CH:4]1[CH2:5]3)[CH2:9]2.[C:13]([O-])(O)=[O:14].[Na+].ClC(Cl)(OC(=O)OC(Cl)(Cl)Cl)Cl. The catalyst is C(Cl)Cl. The product is [CH:10]12[CH2:11][CH:6]3[CH2:7][CH:8]([CH2:12][CH:4]([CH2:5]3)[CH:3]1[N:2]=[C:13]=[O:14])[CH2:9]2. The yield is 0.750. (3) The reactants are S(Cl)(Cl)=O.[CH:5]1([C:11]2[C:19]3[C:14](=[CH:15][C:16]([C:20]([OH:22])=[O:21])=[CH:17][CH:18]=3)[NH:13][CH:12]=2)[CH2:10][CH2:9][CH2:8][CH2:7][CH2:6]1.[CH3:23]O. No catalyst specified. The product is [CH:5]1([C:11]2[C:19]3[C:14](=[CH:15][C:16]([C:20]([O:22][CH3:23])=[O:21])=[CH:17][CH:18]=3)[NH:13][CH:12]=2)[CH2:6][CH2:7][CH2:8][CH2:9][CH2:10]1. The yield is 0.690. (4) The reactants are Br[C:2]1[CH:7]=[CH:6][CH:5]=[CH:4][C:3]=1[O:8][Si:9]([C:12]([CH3:15])([CH3:14])[CH3:13])([CH3:11])[CH3:10].[C:16]([Li])(C)(C)C.[CH3:21][O:22]N(C)[C:24]([C@@H:26]1[CH2:31][CH2:30]CN(C(OC(C)(C)C)=O)C1)=[O:25].[Cl-].[NH4+].O(C1C=[CH:54][CH:53]=[CH:52][C:51]=1[C:56]([C@@H:58]1[CH2:63][CH2:62][CH2:61][N:60]([C:64]([O:66][C:67]([CH3:70])([CH3:69])[CH3:68])=[O:65])[CH2:59]1)=[O:57])[Si](C(C)(C)C)(C)C.[OH:71][C:72]1[CH:77]=[CH:76][CH:75]=[CH:74][C:73]=1[C:78]([C@@H:80]1[CH2:85][CH2:84][CH2:83][N:82]([C:86]([O:88][C:89]([CH3:92])([CH3:91])[CH3:90])=[O:87])[CH2:81]1)=[O:79].[Cl-]. The catalyst is CCOCC.O1CCCC1. The product is [OH:57][C@:56]([C:2]1[CH:7]=[CH:6][CH:5]=[CH:4][C:3]=1[O:8][Si:9]([C:12]([CH3:15])([CH3:14])[CH3:13])([CH3:11])[CH3:10])([C@@H:58]1[CH2:63][CH2:62][CH2:61][N:60]([C:64]([O:66][C:67]([CH3:68])([CH3:69])[CH3:70])=[O:65])[CH2:59]1)[CH2:51][CH2:52][CH2:53][CH2:54][O:22][CH3:21].[OH:79][C@:78]([C:73]1[CH:74]=[CH:75][CH:76]=[CH:77][C:72]=1[OH:71])([C@@H:80]1[CH2:85][CH2:84][CH2:83][N:82]([C:86]([O:88][C:89]([CH3:92])([CH3:91])[CH3:90])=[O:87])[CH2:81]1)[CH2:30][CH2:31][CH2:26][CH2:24][O:25][CH3:16]. The yield is 0.470.